Dataset: Full USPTO retrosynthesis dataset with 1.9M reactions from patents (1976-2016). Task: Predict the reactants needed to synthesize the given product. (1) Given the product [C:33]([NH:36][NH:37][C:12]([C:9]1[C:8]([C@@H:15]([N:17]2[C:18](=[O:27])[C:19]3[C:24](=[CH:23][CH:22]=[CH:21][CH:20]=3)[C:25]2=[O:26])[CH3:16])=[CH:7][C:6]2[C:11](=[C:2]([Cl:1])[CH:3]=[CH:4][CH:5]=2)[N:10]=1)=[O:13])(=[O:35])[CH3:34], predict the reactants needed to synthesize it. The reactants are: [Cl:1][C:2]1[CH:3]=[CH:4][CH:5]=[C:6]2[C:11]=1[N:10]=[C:9]([C:12](O)=[O:13])[C:8]([C@@H:15]([N:17]1[C:25](=[O:26])[C:24]3[C:19](=[CH:20][CH:21]=[CH:22][CH:23]=3)[C:18]1=[O:27])[CH3:16])=[CH:7]2.C(=O)(O)[O-].[Na+].[C:33]([NH:36][NH2:37])(=[O:35])[CH3:34]. (2) Given the product [CH2:2]([CH:3]([O:6][C:8]1[CH:9]=[CH:10][C:11]([N+:23]([O-:25])=[O:24])=[C:12]([CH2:14][NH:15][C:16](=[O:22])[O:17][C:18]([CH3:21])([CH3:19])[CH3:20])[CH:13]=1)[CH2:4][CH3:5])[CH3:1], predict the reactants needed to synthesize it. The reactants are: [CH3:1][CH2:2][CH:3]([OH:6])[CH2:4][CH3:5].Cl[C:8]1[CH:9]=[CH:10][C:11]([N+:23]([O-:25])=[O:24])=[C:12]([CH2:14][NH:15][C:16](=[O:22])[O:17][C:18]([CH3:21])([CH3:20])[CH3:19])[CH:13]=1.[H-].[Na+]. (3) Given the product [CH3:21][O:20][C:14]1[C:13]2[CH:12]=[C:11]([C:8]3[N:6]4[N:7]=[C:2]([NH:22][CH2:23][C@@H:24]([C:26]5[CH:31]=[CH:30][CH:29]=[CH:28][CH:27]=5)[OH:25])[CH:3]=[CH:4][C:5]4=[N:10][CH:9]=3)[O:19][C:18]=2[CH:17]=[CH:16][N:15]=1, predict the reactants needed to synthesize it. The reactants are: Cl[C:2]1[CH:3]=[CH:4][C:5]2[N:6]([C:8]([C:11]3[O:19][C:18]4[CH:17]=[CH:16][N:15]=[C:14]([O:20][CH3:21])[C:13]=4[CH:12]=3)=[CH:9][N:10]=2)[N:7]=1.[NH2:22][CH2:23][C@H:24]([C:26]1[CH:31]=[CH:30][CH:29]=[CH:28][CH:27]=1)[OH:25].C(N(C(C)C)C(C)C)C. (4) Given the product [ClH:2].[CH3:18][O:17][N:16]=[CH:15][CH:14]1[C:9]2([C:6]3[CH:7]=[CH:8][C:3]([Cl:2])=[CH:4][CH:5]=3)[CH:13]1[CH2:12][NH:11][CH2:10]2, predict the reactants needed to synthesize it. The reactants are: Cl.[Cl:2][C:3]1[CH:8]=[CH:7][C:6]([C:9]23[CH:14]([CH:15]=[N:16][O:17][CH3:18])[CH:13]2[CH2:12][N:11](C(OC(C)(C)C)=O)[CH2:10]3)=[CH:5][CH:4]=1.CCCCCC. (5) Given the product [ClH:19].[NH2:12][CH2:11][C:10]([C:7]1[CH:8]=[CH:9][C:2]2[O:1][CH:5]=[CH:4][C:3]=2[CH:6]=1)=[O:14], predict the reactants needed to synthesize it. The reactants are: [O:1]1[CH:5]=[CH:4][C:3]2[CH:6]=[C:7]([C:10]3[O:14]C=[N:12][C:11]=3C(OC)=O)[CH:8]=[CH:9][C:2]1=2.[ClH:19]. (6) Given the product [O:1]=[C:2]1[CH:7]([C:28](=[O:27])[C:29]([F:32])([F:31])[F:30])[CH2:6][CH2:5][N:4]([C:8]([O:10][C:11]([CH3:14])([CH3:13])[CH3:12])=[O:9])[CH2:3]1, predict the reactants needed to synthesize it. The reactants are: [O:1]=[C:2]1[CH2:7][CH2:6][CH2:5][N:4]([C:8]([O:10][C:11]([CH3:14])([CH3:13])[CH3:12])=[O:9])[CH2:3]1.C[Si](C)(C)N[Si](C)(C)C.[Li].C([O:27][C:28](=O)[C:29]([F:32])([F:31])[F:30])C. (7) Given the product [F:1][C:2]([F:11])([C:21]1[C:22]2[C:17](=[CH:16][CH:15]=[CH:14][CH:13]=2)[CH:18]=[CH:19][CH:20]=1)[C:3]([C:5]1[CH:6]=[CH:7][CH:8]=[CH:9][CH:10]=1)=[O:4], predict the reactants needed to synthesize it. The reactants are: [F:1][CH:2]([F:11])[C:3]([C:5]1[CH:10]=[CH:9][CH:8]=[CH:7][CH:6]=1)=[O:4].Br[C:13]1[C:22]2[C:17](=[CH:18][CH:19]=[CH:20][CH:21]=2)[CH:16]=[CH:15][CH:14]=1.ClC1C2C(=CC=CC=2)C=CC=1.